Task: Regression. Given a peptide amino acid sequence and an MHC pseudo amino acid sequence, predict their binding affinity value. This is MHC class II binding data.. Dataset: Peptide-MHC class II binding affinity with 134,281 pairs from IEDB (1) The MHC is HLA-DQA10601-DQB10402 with pseudo-sequence HLA-DQA10601-DQB10402. The peptide sequence is NHIPGYKVQTNGPWM. The binding affinity (normalized) is 0.601. (2) The peptide sequence is ALVFDLPAALQRAIP. The MHC is DRB1_0405 with pseudo-sequence DRB1_0405. The binding affinity (normalized) is 0.501.